From a dataset of Merck oncology drug combination screen with 23,052 pairs across 39 cell lines. Regression. Given two drug SMILES strings and cell line genomic features, predict the synergy score measuring deviation from expected non-interaction effect. (1) Drug 1: O=C(NOCC(O)CO)c1ccc(F)c(F)c1Nc1ccc(I)cc1F. Drug 2: COC1=C2CC(C)CC(OC)C(O)C(C)C=C(C)C(OC(N)=O)C(OC)C=CC=C(C)C(=O)NC(=CC1=O)C2=O. Cell line: A375. Synergy scores: synergy=4.91. (2) Drug 1: CN1C(=O)C=CC2(C)C3CCC4(C)C(NC(=O)OCC(F)(F)F)CCC4C3CCC12. Drug 2: CS(=O)(=O)CCNCc1ccc(-c2ccc3ncnc(Nc4ccc(OCc5cccc(F)c5)c(Cl)c4)c3c2)o1. Cell line: COLO320DM. Synergy scores: synergy=11.0. (3) Drug 1: Cc1nc(Nc2ncc(C(=O)Nc3c(C)cccc3Cl)s2)cc(N2CCN(CCO)CC2)n1. Drug 2: CC1(c2nc3c(C(N)=O)cccc3[nH]2)CCCN1. Cell line: LNCAP. Synergy scores: synergy=7.06. (4) Drug 1: Nc1ccn(C2OC(CO)C(O)C2(F)F)c(=O)n1. Synergy scores: synergy=-5.06. Drug 2: NC(=O)c1cccc2cn(-c3ccc(C4CCCNC4)cc3)nc12. Cell line: PA1. (5) Drug 1: N.N.O=C(O)C1(C(=O)O)CCC1.[Pt]. Drug 2: Cn1c(=O)n(-c2ccc(C(C)(C)C#N)cc2)c2c3cc(-c4cnc5ccccc5c4)ccc3ncc21. Cell line: ES2. Synergy scores: synergy=18.7. (6) Drug 1: COC12C(COC(N)=O)C3=C(C(=O)C(C)=C(N)C3=O)N1CC1NC12. Drug 2: CCN(CC)CCNC(=O)c1c(C)[nH]c(C=C2C(=O)Nc3ccc(F)cc32)c1C. Cell line: HT144. Synergy scores: synergy=2.15.